Task: Predict the reactants needed to synthesize the given product.. Dataset: Full USPTO retrosynthesis dataset with 1.9M reactions from patents (1976-2016) Given the product [CH3:25][N:20]([CH3:21])[CH2:19][CH3:18].[F:1][C:2]1[CH:7]=[CH:6][C:5]([C@:8]23[CH2:16][O:15][CH2:14][C@H:13]2[CH2:12][S:11][C:10]([NH2:17])=[N:9]3)=[CH:4][C:3]=1[C:18]1[CH:19]=[N:20][CH:21]=[N:22][CH:23]=1, predict the reactants needed to synthesize it. The reactants are: [F:1][C:2]1[CH:7]=[CH:6][C:5]([C:8]23[CH2:16][O:15][CH2:14][CH:13]2[CH2:12][S:11][C:10]([NH2:17])=[N:9]3)=[CH:4][C:3]=1[C:18]1[CH:19]=[N:20][CH:21]=[N:22][CH:23]=1.F[C:25]1C=CC(C2C=NC=NC=2)=CC=1C12COCC1CSC(N)=N2.